Dataset: NCI-60 drug combinations with 297,098 pairs across 59 cell lines. Task: Regression. Given two drug SMILES strings and cell line genomic features, predict the synergy score measuring deviation from expected non-interaction effect. (1) Cell line: UACC62. Synergy scores: CSS=60.8, Synergy_ZIP=2.70, Synergy_Bliss=3.48, Synergy_Loewe=-6.65, Synergy_HSA=6.03. Drug 1: CC(C)(C1=NC(=CC=C1)N2C3=NC(=NC=C3C(=O)N2CC=C)NC4=CC=C(C=C4)N5CCN(CC5)C)O. Drug 2: CCC1=C2N=C(C=C(N2N=C1)NCC3=C[N+](=CC=C3)[O-])N4CCCCC4CCO. (2) Drug 1: C1=C(C(=O)NC(=O)N1)F. Drug 2: CCC1=C2N=C(C=C(N2N=C1)NCC3=C[N+](=CC=C3)[O-])N4CCCCC4CCO. Cell line: HCT116. Synergy scores: CSS=74.1, Synergy_ZIP=4.57, Synergy_Bliss=2.34, Synergy_Loewe=0.117, Synergy_HSA=5.71. (3) Drug 1: CC12CCC3C(C1CCC2=O)CC(=C)C4=CC(=O)C=CC34C. Drug 2: CC1=CC=C(C=C1)C2=CC(=NN2C3=CC=C(C=C3)S(=O)(=O)N)C(F)(F)F. Cell line: CCRF-CEM. Synergy scores: CSS=63.6, Synergy_ZIP=-0.337, Synergy_Bliss=-4.38, Synergy_Loewe=-7.77, Synergy_HSA=-5.97. (4) Drug 1: C1CCC(CC1)NC(=O)N(CCCl)N=O. Drug 2: CCC(=C(C1=CC=CC=C1)C2=CC=C(C=C2)OCCN(C)C)C3=CC=CC=C3.C(C(=O)O)C(CC(=O)O)(C(=O)O)O. Cell line: SF-295. Synergy scores: CSS=33.1, Synergy_ZIP=-10.7, Synergy_Bliss=-5.12, Synergy_Loewe=-3.78, Synergy_HSA=-3.59. (5) Drug 1: CN1CCC(CC1)COC2=C(C=C3C(=C2)N=CN=C3NC4=C(C=C(C=C4)Br)F)OC. Drug 2: C(=O)(N)NO. Cell line: SW-620. Synergy scores: CSS=27.0, Synergy_ZIP=-0.776, Synergy_Bliss=6.77, Synergy_Loewe=3.80, Synergy_HSA=5.09. (6) Drug 1: C1=NC2=C(N1)C(=S)N=C(N2)N. Drug 2: CC12CCC3C(C1CCC2O)C(CC4=C3C=CC(=C4)O)CCCCCCCCCS(=O)CCCC(C(F)(F)F)(F)F. Cell line: T-47D. Synergy scores: CSS=20.5, Synergy_ZIP=-5.51, Synergy_Bliss=-5.44, Synergy_Loewe=-2.06, Synergy_HSA=-1.79. (7) Drug 1: COC1=C(C=C2C(=C1)N=CN=C2NC3=CC(=C(C=C3)F)Cl)OCCCN4CCOCC4. Drug 2: CC12CCC3C(C1CCC2=O)CC(=C)C4=CC(=O)C=CC34C. Cell line: SF-268. Synergy scores: CSS=28.8, Synergy_ZIP=0.220, Synergy_Bliss=1.90, Synergy_Loewe=-0.718, Synergy_HSA=3.46.